Dataset: Forward reaction prediction with 1.9M reactions from USPTO patents (1976-2016). Task: Predict the product of the given reaction. (1) Given the reactants [CH2:1]([NH:8][CH2:9][CH2:10][NH:11][CH2:12][C:13]1[CH:18]=[CH:17][CH:16]=[CH:15][CH:14]=1)[C:2]1[CH:7]=[CH:6][CH:5]=[CH:4][CH:3]=1.Br[CH:20]([CH2:26]Br)[C:21]([O:23][CH2:24][CH3:25])=[O:22], predict the reaction product. The product is: [CH2:1]([N:8]1[CH2:9][CH2:10][N:11]([CH2:12][C:13]2[CH:18]=[CH:17][CH:16]=[CH:15][CH:14]=2)[CH2:26][CH:20]1[C:21]([O:23][CH2:24][CH3:25])=[O:22])[C:2]1[CH:3]=[CH:4][CH:5]=[CH:6][CH:7]=1. (2) Given the reactants [Cl:1][C:2]1[CH:21]=[CH:20][C:19]([C:22]2[C:23](Cl)=[N:24][CH:25]=[CH:26][CH:27]=2)=[CH:18][C:3]=1[C:4]([NH:6][CH2:7][C:8]12[CH2:17][CH:12]3[CH2:13][CH:14]([CH2:16][CH:10]([CH2:11]3)[CH2:9]1)[CH2:15]2)=[O:5].[C:29]([O:33][CH3:34])(=[O:32])[CH2:30][OH:31].CC(C)([O-])C.[K+], predict the reaction product. The product is: [CH3:34][O:33][C:29](=[O:32])[CH2:30][O:31][C:23]1[C:22]([C:19]2[CH:20]=[CH:21][C:2]([Cl:1])=[C:3]([C:4]([NH:6][CH2:7][C:8]34[CH2:15][CH:14]5[CH2:16][CH:10]([CH2:11][CH:12]([CH2:13]5)[CH2:17]3)[CH2:9]4)=[O:5])[CH:18]=2)=[CH:27][CH:26]=[CH:25][N:24]=1.